Dataset: Reaction yield outcomes from USPTO patents with 853,638 reactions. Task: Predict the reaction yield, written as a fraction of the theoretical maximum amount of product (1.0 means a 100% yield; for example, 0.34 means a 34% yield). The reactants are [C:1]1(B(O)O)[CH:6]=[CH:5][CH:4]=[CH:3][CH:2]=1.Br[C:11]1[CH:15]=[CH:14][O:13][CH:12]=1.[O-]P([O-])([O-])=O.[K+].[K+].[K+]. The catalyst is O1CCOCC1.O.C1C=CC([P]([Pd]([P](C2C=CC=CC=2)(C2C=CC=CC=2)C2C=CC=CC=2)([P](C2C=CC=CC=2)(C2C=CC=CC=2)C2C=CC=CC=2)[P](C2C=CC=CC=2)(C2C=CC=CC=2)C2C=CC=CC=2)(C2C=CC=CC=2)C2C=CC=CC=2)=CC=1. The product is [C:1]1([C:11]2[CH:15]=[CH:14][O:13][CH:12]=2)[CH:6]=[CH:5][CH:4]=[CH:3][CH:2]=1. The yield is 0.850.